Dataset: CYP2C19 inhibition data for predicting drug metabolism from PubChem BioAssay. Task: Regression/Classification. Given a drug SMILES string, predict its absorption, distribution, metabolism, or excretion properties. Task type varies by dataset: regression for continuous measurements (e.g., permeability, clearance, half-life) or binary classification for categorical outcomes (e.g., BBB penetration, CYP inhibition). Dataset: cyp2c19_veith. (1) The molecule is N[C@](CC1c2ccccc2Oc2ccccc21)(C(=O)O)[C@@H]1C[C@@H]1C(=O)O. The result is 0 (non-inhibitor). (2) The drug is CC1Cc2ccccc2N1C(=O)CN1C(=O)COc2ccccc21. The result is 1 (inhibitor).